Task: Predict the reactants needed to synthesize the given product.. Dataset: Full USPTO retrosynthesis dataset with 1.9M reactions from patents (1976-2016) (1) Given the product [CH2:9]([N:13]1[C:4]([CH2:5][CH2:6][CH3:7])=[C:3]([CH2:2][CH3:1])[CH:18]=[C:17]([C:22]([OH:24])=[O:23])[C:16]1=[O:15])[CH2:10][CH2:11][CH3:12], predict the reactants needed to synthesize it. The reactants are: [CH3:1][CH2:2][CH2:3][C:4](=O)[CH2:5][CH2:6][CH3:7].[CH2:9]([NH2:13])[CH2:10][CH2:11][CH3:12].C[O:15][CH:16]=[C:17]([C:22]([O:24]C)=[O:23])[C:18](OC)=O.[OH-].[Li+]. (2) The reactants are: CCN=C=NCCCN(C)C.C1C=CC2N(O)N=NC=2C=1.[Cl:22][C:23]1[C:24](=[O:44])[N:25]2[C:29](=[C:30]([C:41]([OH:43])=O)[C:31]=1[NH:32][C:33]1[CH:38]=[CH:37][C:36]([I:39])=[CH:35][C:34]=1[F:40])[CH2:28][CH2:27][CH2:26]2.Cl.[CH:46]1([CH2:49][O:50][NH2:51])[CH2:48][CH2:47]1. Given the product [CH:46]1([CH2:49][O:50][NH:51][C:41]([C:30]2[C:31]([NH:32][C:33]3[CH:38]=[CH:37][C:36]([I:39])=[CH:35][C:34]=3[F:40])=[C:23]([Cl:22])[C:24](=[O:44])[N:25]3[C:29]=2[CH2:28][CH2:27][CH2:26]3)=[O:43])[CH2:48][CH2:47]1, predict the reactants needed to synthesize it. (3) The reactants are: [CH2:1](Br)[C:2]1[CH:7]=[CH:6][CH:5]=[CH:4][CH:3]=1.C(=O)([O-])[O-].[K+].[K+].[OH:15][C:16]1[CH:23]=[C:22]([O:24][CH3:25])[CH:21]=[CH:20][C:17]=1[CH:18]=[O:19]. Given the product [CH2:1]([O:15][C:16]1[CH:23]=[C:22]([O:24][CH3:25])[CH:21]=[CH:20][C:17]=1[CH:18]=[O:19])[C:2]1[CH:7]=[CH:6][CH:5]=[CH:4][CH:3]=1, predict the reactants needed to synthesize it. (4) Given the product [CH3:1][O:2][C:3](=[O:13])[CH2:4][C:5]1[CH:10]=[CH:9][C:8]([CH:11]=[CH:33][C:34]#[N:35])=[CH:7][CH:6]=1, predict the reactants needed to synthesize it. The reactants are: [CH3:1][O:2][C:3](=[O:13])[CH2:4][C:5]1[CH:10]=[CH:9][C:8]([CH:11]=O)=[CH:7][CH:6]=1.C1(P(=[CH:33][C:34]#[N:35])(C2C=CC=CC=2)C2C=CC=CC=2)C=CC=CC=1. (5) Given the product [O:41]1[CH2:46][CH2:45][O:44][C:43]2[CH:47]=[C:48]([C@@H:51]([O:55][C:56]3[CH:57]=[C:58]4[C:62](=[CH:63][CH:64]=3)[N:61]([C:65]3[CH:66]=[CH:67][C:68]([F:71])=[CH:69][CH:70]=3)[N:60]=[CH:59]4)[C@@H:52]([NH:54][C:5]([C:2]3([CH3:1])[CH2:4][CH2:3]3)=[O:7])[CH3:53])[CH:49]=[CH:50][C:42]1=2, predict the reactants needed to synthesize it. The reactants are: [CH3:1][C:2]1([C:5]([OH:7])=O)[CH2:4][CH2:3]1.CN(C(ON1N=NC2C=CC=NC1=2)=[N+](C)C)C.F[P-](F)(F)(F)(F)F.CCN(C(C)C)C(C)C.[O:41]1[CH2:46][CH2:45][O:44][C:43]2[CH:47]=[C:48]([C@@H:51]([O:55][C:56]3[CH:57]=[C:58]4[C:62](=[CH:63][CH:64]=3)[N:61]([C:65]3[CH:70]=[CH:69][C:68]([F:71])=[CH:67][CH:66]=3)[N:60]=[CH:59]4)[C@@H:52]([NH2:54])[CH3:53])[CH:49]=[CH:50][C:42]1=2. (6) Given the product [F:11][C:2]([F:1])([F:10])[C:3]1[N:8]=[CH:7][C:6]([O:9][C:13]2[CH:20]=[CH:19][C:16]([CH:17]=[O:18])=[CH:15][CH:14]=2)=[CH:5][CH:4]=1, predict the reactants needed to synthesize it. The reactants are: [F:1][C:2]([F:11])([F:10])[C:3]1[N:8]=[CH:7][C:6]([OH:9])=[CH:5][CH:4]=1.F[C:13]1[CH:20]=[CH:19][C:16]([CH:17]=[O:18])=[CH:15][CH:14]=1.C([O-])([O-])=O.[K+].[K+].